This data is from Full USPTO retrosynthesis dataset with 1.9M reactions from patents (1976-2016). The task is: Predict the reactants needed to synthesize the given product. (1) Given the product [CH2:6]([O:8][C:9]([C:11]1[CH:12]=[C:13]([C:18]2[C:19]([C:24]3[CH:29]=[C:28]([Cl:30])[CH:27]=[CH:26][C:25]=3[O:31][CH2:32][C:33]3[CH:38]=[CH:37][CH:36]=[CH:35][CH:34]=3)=[CH:20][CH:21]=[CH:22][CH:23]=2)[CH:14]=[C:15]([NH:17][C:1](=[O:4])[CH2:2][CH3:3])[CH:16]=1)=[O:10])[CH3:7], predict the reactants needed to synthesize it. The reactants are: [C:1](Cl)(=[O:4])[CH2:2][CH3:3].[CH2:6]([O:8][C:9]([C:11]1[CH:12]=[C:13]([C:18]2[C:19]([C:24]3[CH:29]=[C:28]([Cl:30])[CH:27]=[CH:26][C:25]=3[O:31][CH2:32][C:33]3[CH:38]=[CH:37][CH:36]=[CH:35][CH:34]=3)=[CH:20][CH:21]=[CH:22][CH:23]=2)[CH:14]=[C:15]([NH2:17])[CH:16]=1)=[O:10])[CH3:7].C(N(CC)CC)C. (2) Given the product [Br:1][C:2]1[CH:7]=[CH:6][C:5]([CH2:8][C:11]#[N:12])=[CH:4][C:3]=1[CH3:10], predict the reactants needed to synthesize it. The reactants are: [Br:1][C:2]1[CH:7]=[CH:6][C:5]([CH2:8]Br)=[CH:4][C:3]=1[CH3:10].[C-:11]#[N:12].[K+]. (3) Given the product [CH3:47][C:48]([CH3:88])=[CH:49][S:50]([N:53]1[CH2:54][CH2:55][N:56]([C@@H:59]([CH2:64][NH:65][S:66]([C:69]2[CH:70]=[CH:71][C:72]([O:75][CH2:76][C:77]3[C:86]4[C:81](=[CH:82][CH:83]=[CH:84][CH:85]=4)[N:80]=[C:79]([CH3:87])[CH:78]=3)=[CH:73][CH:74]=2)(=[O:67])=[O:68])[C:60]([O:62][CH3:63])=[O:61])[CH2:57][CH2:58]1)(=[O:52])=[O:51], predict the reactants needed to synthesize it. The reactants are: Cl.Cl.NC[C@H](N1CCN(S(CC(C)C)(=O)=O)CC1)C(OC)=O.Cl.CC1C=C(COC2C=CC(S(Cl)(=O)=O)=CC=2)C2C(=CC=CC=2)N=1.[CH3:47][CH:48]([CH3:88])[CH2:49][S:50]([N:53]1[CH2:58][CH2:57][N:56]([C@@H:59]([CH2:64][NH:65][S:66]([C:69]2[CH:74]=[CH:73][C:72]([O:75][CH2:76][C:77]3[C:86]4[C:81](=[CH:82][CH:83]=[CH:84][CH:85]=4)[N:80]=[C:79]([CH3:87])[CH:78]=3)=[CH:71][CH:70]=2)(=[O:68])=[O:67])[C:60]([O:62][CH3:63])=[O:61])[CH2:55][CH2:54]1)(=[O:52])=[O:51]. (4) Given the product [Cl:1][C:2]1[CH:7]=[CH:6][N:5]=[C:4]2[N:8]([S:31]([C:28]3[CH:29]=[CH:30][C:25]([CH3:35])=[CH:26][CH:27]=3)(=[O:33])=[O:32])[C:9]([CH:11]3[CH2:15][CH2:14][N:13]([C:16]([O:18][C:19]([CH3:22])([CH3:21])[CH3:20])=[O:17])[CH2:12]3)=[CH:10][C:3]=12, predict the reactants needed to synthesize it. The reactants are: [Cl:1][C:2]1[CH:7]=[CH:6][N:5]=[C:4]2[NH:8][C:9]([CH:11]3[CH2:15][CH2:14][N:13]([C:16]([O:18][C:19]([CH3:22])([CH3:21])[CH3:20])=[O:17])[CH2:12]3)=[CH:10][C:3]=12.[OH-].[Na+].[C:25]1([CH3:35])[CH:30]=[CH:29][C:28]([S:31](Cl)(=[O:33])=[O:32])=[CH:27][CH:26]=1.O. (5) Given the product [O:22]1[C:18]2[CH:17]=[CH:16][C:15]([C:12]([CH2:13][CH3:14])=[C:11]([C:24]3[CH:25]=[CH:26][C:27]([OH:30])=[CH:28][CH:29]=3)[C:8]3[CH:9]=[CH:10][C:5]([O:4][CH2:3][CH2:2][NH:32][CH3:31])=[CH:6][CH:7]=3)=[CH:23][C:19]=2[CH2:20][CH2:21]1, predict the reactants needed to synthesize it. The reactants are: Cl[CH2:2][CH2:3][O:4][C:5]1[CH:10]=[CH:9][C:8]([C:11]([C:24]2[CH:29]=[CH:28][C:27]([OH:30])=[CH:26][CH:25]=2)=[C:12]([C:15]2[CH:16]=[CH:17][C:18]3[O:22][CH2:21][CH2:20][C:19]=3[CH:23]=2)[CH2:13][CH3:14])=[CH:7][CH:6]=1.[CH3:31][NH2:32]. (6) Given the product [CH:1]1([C:4]2[C:5]([N:24]([CH2:29][CH2:30][CH:31]([CH3:33])[CH3:32])[S:25]([CH3:28])(=[O:27])=[O:26])=[CH:6][C:7]3[O:11][C:10]([C:12]4[CH:13]=[CH:14][C:15]([F:18])=[CH:16][CH:17]=4)=[C:9]([C:19]4[NH:20][CH:35]([CH3:36])[O:22][N:21]=4)[C:8]=3[CH:23]=2)[CH2:2][CH2:3]1, predict the reactants needed to synthesize it. The reactants are: [CH:1]1([C:4]2[C:5]([N:24]([CH2:29][CH2:30][CH:31]([CH3:33])[CH3:32])[S:25]([CH3:28])(=[O:27])=[O:26])=[CH:6][C:7]3[O:11][C:10]([C:12]4[CH:17]=[CH:16][C:15]([F:18])=[CH:14][CH:13]=4)=[C:9]([C:19](=[N:21][OH:22])[NH2:20])[C:8]=3[CH:23]=2)[CH2:3][CH2:2]1.O.[CH:35](=O)[CH3:36]. (7) Given the product [Cl:12][C:4]1[CH:5]=[C:6]([CH:10]=[CH:11][C:3]=1[O:2][CH3:1])[C:7]([OH:9])=[O:8], predict the reactants needed to synthesize it. The reactants are: [CH3:1][O:2][C:3]1[CH:11]=[CH:10][C:6]([C:7]([OH:9])=[O:8])=[CH:5][CH:4]=1.[Cl:12]N1C(=O)CCC1=O. (8) Given the product [NH2:30][C:11]1[CH:10]=[C:9]([C:4]2[CH:5]=[CH:6][C:7]([F:8])=[C:2]([F:1])[CH:3]=2)[CH:14]=[CH:13][C:12]=1[C:15]([NH:17][C@@H:18]([C:26]([O:28][CH3:29])=[O:27])[C@H:19]([CH3:25])[O:20][C:21]([CH3:24])([CH3:23])[CH3:22])=[O:16], predict the reactants needed to synthesize it. The reactants are: [F:1][C:2]1[CH:3]=[C:4]([C:9]2[CH:14]=[CH:13][C:12]([C:15]([NH:17][C@@H:18]([C:26]([O:28][CH3:29])=[O:27])[C@H:19]([CH3:25])[O:20][C:21]([CH3:24])([CH3:23])[CH3:22])=[O:16])=[C:11]([N+:30]([O-])=O)[CH:10]=2)[CH:5]=[CH:6][C:7]=1[F:8].[Cl-].[NH4+].[In].